This data is from Forward reaction prediction with 1.9M reactions from USPTO patents (1976-2016). The task is: Predict the product of the given reaction. (1) Given the reactants [Cl:1][C:2]1[CH:10]=[C:9]([C:11]2[CH:12]=[CH:13][C:14]3[N:15]([C:17]([C:20]4[CH:25]=[CH:24][C:23]([C:26]#[N:27])=[CH:22][CH:21]=4)=[CH:18][N:19]=3)[CH:16]=2)[CH:8]=[CH:7][C:3]=1[C:4](O)=[O:5].CN1CCOCC1.CN(C(ON1N=NC2C=CC=NC1=2)=[N+](C)C)C.F[P-](F)(F)(F)(F)F.[CH3:59][N:60]1[CH2:65][CH2:64][NH:63][CH2:62][CH2:61]1, predict the reaction product. The product is: [Cl:1][C:2]1[CH:10]=[C:9]([C:11]2[CH:12]=[CH:13][C:14]3[N:15]([C:17]([C:20]4[CH:21]=[CH:22][C:23]([C:26]#[N:27])=[CH:24][CH:25]=4)=[CH:18][N:19]=3)[CH:16]=2)[CH:8]=[CH:7][C:3]=1[C:4]([N:63]1[CH2:64][CH2:65][N:60]([CH3:59])[CH2:61][CH2:62]1)=[O:5]. (2) Given the reactants [C:1]1([N:11]2[CH2:16][CH2:15][N:14]([CH2:17][CH2:18][CH2:19][CH2:20][O:21][C:22]3[CH:30]=[C:29]4[C:25]([CH:26]=[N:27][NH:28]4)=[CH:24][CH:23]=3)[CH2:13][CH2:12]2)C2[C:5](=CC=CC=2)[CH:4]=[CH:3][CH:2]=1.[N:31]1C=CC=CC=1N1CCNCC1, predict the reaction product. The product is: [N:31]1[CH:5]=[CH:4][CH:3]=[CH:2][C:1]=1[N:11]1[CH2:12][CH2:13][N:14]([CH2:17][CH2:18][CH2:19][CH2:20][O:21][C:22]2[CH:30]=[C:29]3[C:25]([CH:26]=[N:27][NH:28]3)=[CH:24][CH:23]=2)[CH2:15][CH2:16]1. (3) Given the reactants [CH3:1][CH:2]1[CH2:7][C:6](=O)[CH2:5][CH2:4][O:3]1.[CH2:9]([NH2:16])[C:10]1[CH:15]=[CH:14][CH:13]=[CH:12][CH:11]=1.[BH-](OC(C)=O)(OC(C)=O)OC(C)=O.[Na+], predict the reaction product. The product is: [CH2:9]([NH:16][C@H:6]1[CH2:5][CH2:4][O:3][C@@H:2]([CH3:1])[CH2:7]1)[C:10]1[CH:15]=[CH:14][CH:13]=[CH:12][CH:11]=1.[CH2:9]([NH:16][C@@H:6]1[CH2:5][CH2:4][O:3][C@@H:2]([CH3:1])[CH2:7]1)[C:10]1[CH:15]=[CH:14][CH:13]=[CH:12][CH:11]=1. (4) Given the reactants I[C:2]1[CH:3]=[C:4]([CH:9]=[CH:10][C:11]=1[OH:12])[C:5]([O:7][CH3:8])=[O:6].[C:13]1([C:19]#[CH:20])[CH:18]=[CH:17][CH:16]=[CH:15][CH:14]=1.CN(C)C(=N)N(C)C.CN(C=O)C, predict the reaction product. The product is: [CH3:8][O:7][C:5]([C:4]1[CH:9]=[CH:10][C:11]2[O:12][C:19]([C:13]3[CH:18]=[CH:17][CH:16]=[CH:15][CH:14]=3)=[CH:20][C:2]=2[CH:3]=1)=[O:6]. (5) Given the reactants [NH2:1][C:2]1[CH:12]=[CH:11][C:10]([Br:13])=[CH:9][C:3]=1[C:4]([N:6]([CH3:8])[CH3:7])=[O:5].[C:14](Cl)(Cl)=[O:15], predict the reaction product. The product is: [Br:13][C:10]1[CH:11]=[CH:12][C:2]([N:1]=[C:14]=[O:15])=[C:3]([CH:9]=1)[C:4]([N:6]([CH3:7])[CH3:8])=[O:5]. (6) Given the reactants [CH3:1][C:2]([C:9]1[CH:22]=[CH:21][C:12]([O:13][CH2:14][C@@H:15]2[O:19][C:18]([NH2:20])=[N:17][CH2:16]2)=[CH:11][CH:10]=1)([CH3:8])[CH2:3][C:4]([CH3:7])([CH3:6])[CH3:5], predict the reaction product. The product is: [CH3:8][C:2]([C:9]1[CH:22]=[CH:21][C:12]([O:13][CH2:14][C@@H:15]2[O:19][C:18]3=[N:20][C:12](=[O:13])[CH:11]=[CH:10][N:17]3[CH2:16]2)=[CH:11][CH:10]=1)([CH3:1])[CH2:3][C:4]([CH3:5])([CH3:6])[CH3:7]. (7) Given the reactants [CH3:1][O:2][C:3]1[CH:8]=[CH:7][CH:6]=[CH:5][C:4]=1[C:9](=O)[CH3:10].[NH2:12][C:13]1[S:14]/[C:15](=[CH:19]\[C:20]2[CH:25]=[C:24]([O:26][CH3:27])[C:23]([OH:28])=[C:22]([Cl:29])[CH:21]=2)/[C:16](=[O:18])[N:17]=1, predict the reaction product. The product is: [Cl:29][C:22]1[CH:21]=[C:20](/[CH:19]=[C:15]2/[C:16](=[O:18])[N:17]3[CH:10]=[C:9]([C:4]4[CH:5]=[CH:6][CH:7]=[CH:8][C:3]=4[O:2][CH3:1])[N:12]=[C:13]3[S:14]/2)[CH:25]=[C:24]([O:26][CH3:27])[C:23]=1[OH:28]. (8) Given the reactants [NH2:1][C:2]1[N:10]=[C:9]([O:11][CH2:12][CH2:13][CH2:14][CH3:15])[N:8]=[C:7]2[C:3]=1[NH:4][C:5](=[O:36])[N:6]2[CH2:16][CH2:17][CH2:18][CH2:19][N:20]([CH3:35])[S:21]([C:24]1[CH:25]=[C:26]([CH2:30][C:31]([O:33]C)=[O:32])[CH:27]=[CH:28][CH:29]=1)(=[O:23])=[O:22].[OH-].[Li+].[O:39]1[CH2:43][CH2:42][CH2:41][CH2:40]1, predict the reaction product. The product is: [NH2:1][C:2]1[N:10]=[C:9]([O:11][CH2:12][CH2:13][CH2:14][CH3:15])[N:8]=[C:7]2[C:3]=1[NH:4][C:5](=[O:36])[N:6]2[CH2:16][CH2:17][CH2:18][CH2:19][N:20]([CH3:35])[S:21]([C:24]1[CH:25]=[C:26]([CH2:30][C:31]([OH:33])=[O:32])[CH:27]=[CH:28][CH:29]=1)(=[O:22])=[O:23].[CH2:40]([O:39][CH2:43][CH3:42])[CH3:41].[CH3:29][CH2:24][CH2:25][CH:26]([CH3:30])[CH3:27].